Dataset: Forward reaction prediction with 1.9M reactions from USPTO patents (1976-2016). Task: Predict the product of the given reaction. (1) Given the reactants CC(OI1(OC(C)=O)(OC(C)=O)OC(=O)C2C=CC=CC1=2)=O.[CH2:23]([O:30][CH2:31][CH2:32][CH2:33][C@H:34]([CH3:37])[CH2:35][OH:36])[C:24]1[CH:29]=[CH:28][CH:27]=[CH:26][CH:25]=1, predict the reaction product. The product is: [CH2:23]([O:30][CH2:31][CH2:32][CH2:33][C@H:34]([CH3:37])[CH:35]=[O:36])[C:24]1[CH:29]=[CH:28][CH:27]=[CH:26][CH:25]=1. (2) Given the reactants Cl[C:2]1[C:7]2[S:8][C:9]3[N:10]=[C:11]([N:21]4[CH2:26][CH2:25][N:24]([CH3:27])[CH2:23][CH2:22]4)[C:12]4[CH2:13][CH2:14][C:15]([CH3:20])([CH3:19])[CH2:16][C:17]=4[C:18]=3[C:6]=2[N:5]=[CH:4][N:3]=1.[N:28]1([CH2:34][CH2:35][NH2:36])[CH2:33][CH2:32][O:31][CH2:30][CH2:29]1, predict the reaction product. The product is: [CH3:20][C:15]1([CH3:19])[CH2:14][CH2:13][C:12]2[C:11]([N:21]3[CH2:26][CH2:25][N:24]([CH3:27])[CH2:23][CH2:22]3)=[N:10][C:9]3[S:8][C:7]4[C:6](=[N:5][CH:4]=[N:3][C:2]=4[NH:36][CH2:35][CH2:34][N:28]4[CH2:33][CH2:32][O:31][CH2:30][CH2:29]4)[C:18]=3[C:17]=2[CH2:16]1. (3) Given the reactants [O:1]=[C:2]1[CH2:6][CH2:5][N:4]([CH2:7][CH2:8][CH2:9][O:10][C:11]2[CH:16]=[CH:15][C:14]([C:17]3[CH:22]=[CH:21][C:20]([C:23]#[N:24])=[CH:19][CH:18]=3)=[CH:13][CH:12]=2)[CH2:3]1.[CH3:25][Mg]Br, predict the reaction product. The product is: [OH:1][C:2]1([CH3:25])[CH2:6][CH2:5][N:4]([CH2:7][CH2:8][CH2:9][O:10][C:11]2[CH:16]=[CH:15][C:14]([C:17]3[CH:18]=[CH:19][C:20]([C:23]#[N:24])=[CH:21][CH:22]=3)=[CH:13][CH:12]=2)[CH2:3]1.